This data is from Peptide-MHC class I binding affinity with 185,985 pairs from IEDB/IMGT. The task is: Regression. Given a peptide amino acid sequence and an MHC pseudo amino acid sequence, predict their binding affinity value. This is MHC class I binding data. (1) The peptide sequence is DPPTNTPEAL. The MHC is Mamu-A2201 with pseudo-sequence Mamu-A2201. The binding affinity (normalized) is 0. (2) The MHC is H-2-Kk with pseudo-sequence H-2-Kk. The peptide sequence is NEEPSDKHI. The binding affinity (normalized) is 0.750. (3) The peptide sequence is RRRWQQLLALA. The MHC is Mamu-B03 with pseudo-sequence Mamu-B03. The binding affinity (normalized) is 0.685.